Dataset: NCI-60 drug combinations with 297,098 pairs across 59 cell lines. Task: Regression. Given two drug SMILES strings and cell line genomic features, predict the synergy score measuring deviation from expected non-interaction effect. (1) Drug 1: CC(C1=C(C=CC(=C1Cl)F)Cl)OC2=C(N=CC(=C2)C3=CN(N=C3)C4CCNCC4)N. Drug 2: CN1C2=C(C=C(C=C2)N(CCCl)CCCl)N=C1CCCC(=O)O.Cl. Cell line: OVCAR-8. Synergy scores: CSS=3.87, Synergy_ZIP=-2.06, Synergy_Bliss=0.747, Synergy_Loewe=-2.15, Synergy_HSA=0.147. (2) Drug 1: CN(C)N=NC1=C(NC=N1)C(=O)N. Drug 2: C1CC(=O)NC(=O)C1N2C(=O)C3=CC=CC=C3C2=O. Cell line: A549. Synergy scores: CSS=-6.88, Synergy_ZIP=-0.923, Synergy_Bliss=-7.95, Synergy_Loewe=-8.31, Synergy_HSA=-8.75. (3) Drug 1: CC1C(C(CC(O1)OC2CC(CC3=C2C(=C4C(=C3O)C(=O)C5=C(C4=O)C(=CC=C5)OC)O)(C(=O)CO)O)N)O.Cl. Drug 2: CCC1=CC2CC(C3=C(CN(C2)C1)C4=CC=CC=C4N3)(C5=C(C=C6C(=C5)C78CCN9C7C(C=CC9)(C(C(C8N6C)(C(=O)OC)O)OC(=O)C)CC)OC)C(=O)OC.C(C(C(=O)O)O)(C(=O)O)O. Cell line: A498. Synergy scores: CSS=17.5, Synergy_ZIP=-3.64, Synergy_Bliss=-0.569, Synergy_Loewe=-3.21, Synergy_HSA=0.332. (4) Drug 1: CN1C2=C(C=C(C=C2)N(CCCl)CCCl)N=C1CCCC(=O)O.Cl. Drug 2: CC1=C(C(=O)C2=C(C1=O)N3CC4C(C3(C2COC(=O)N)OC)N4)N. Cell line: HCT-15. Synergy scores: CSS=15.5, Synergy_ZIP=-6.96, Synergy_Bliss=0.916, Synergy_Loewe=-30.8, Synergy_HSA=-1.43. (5) Drug 1: C1=C(C(=O)NC(=O)N1)F. Drug 2: CCC1=C2CN3C(=CC4=C(C3=O)COC(=O)C4(CC)O)C2=NC5=C1C=C(C=C5)O. Cell line: NCI-H460. Synergy scores: CSS=47.1, Synergy_ZIP=-11.9, Synergy_Bliss=-16.9, Synergy_Loewe=-15.8, Synergy_HSA=-13.0.